Dataset: Full USPTO retrosynthesis dataset with 1.9M reactions from patents (1976-2016). Task: Predict the reactants needed to synthesize the given product. (1) Given the product [C:1]([O:5][C:6]([NH:8][C@@H:9]([CH2:14][CH2:15][CH2:16][C@@H:17]([C@@H:23]([O:36][Si:37]([CH:38]([CH3:40])[CH3:39])([CH:41]([CH3:43])[CH3:42])[CH:44]([CH3:46])[CH3:45])[C@@H:24]([O:26][CH2:27][C:28]1[CH:29]=[CH:30][C:31]([O:34][CH3:35])=[CH:32][CH:33]=1)[CH3:25])[CH2:18][CH2:19][CH:20]([CH3:22])[CH3:21])[C:10]([OH:12])=[O:11])=[O:7])([CH3:2])([CH3:4])[CH3:3], predict the reactants needed to synthesize it. The reactants are: [C:1]([O:5][C:6]([NH:8][C@@H:9]([CH2:14][CH2:15][CH2:16][C@@H:17]([C@@H:23]([O:36][Si:37]([CH:44]([CH3:46])[CH3:45])([CH:41]([CH3:43])[CH3:42])[CH:38]([CH3:40])[CH3:39])[C@@H:24]([O:26][CH2:27][C:28]1[CH:33]=[CH:32][C:31]([O:34][CH3:35])=[CH:30][CH:29]=1)[CH3:25])[CH2:18][CH2:19][CH:20]([CH3:22])[CH3:21])[C:10]([O:12]C)=[O:11])=[O:7])([CH3:4])([CH3:3])[CH3:2].[Li+].[OH-]. (2) Given the product [Cl:14][C:7]1[CH:8]=[C:9]2[C:4](=[CH:5][CH:6]=1)[N:3]=[C:2]([NH:20][CH2:19][C:18]1[CH:21]=[CH:22][C:23]([O:25][CH3:26])=[CH:24][C:17]=1[O:16][CH3:15])[C:11]([O:12][CH3:13])=[N:10]2, predict the reactants needed to synthesize it. The reactants are: Cl[C:2]1[C:11]([O:12][CH3:13])=[N:10][C:9]2[C:4](=[CH:5][CH:6]=[C:7]([Cl:14])[CH:8]=2)[N:3]=1.[CH3:15][O:16][C:17]1[CH:24]=[C:23]([O:25][CH3:26])[CH:22]=[CH:21][C:18]=1[CH2:19][NH2:20].O. (3) Given the product [CH2:1]([O:29][C:26]1[CH:25]=[C:19]([CH:18]=[C:17]([O:16][CH2:14][CH3:15])[C:27]=1[I:28])[C:20]([O:22][CH2:23][CH3:24])=[O:21])[C:2]1[CH:7]=[CH:6][CH:5]=[CH:4][CH:3]=1, predict the reactants needed to synthesize it. The reactants are: [CH2:1](Br)[C:2]1[CH:7]=[CH:6][CH:5]=[CH:4][CH:3]=1.CN(C=O)C.[CH2:14]([O:16][C:17]1[CH:18]=[C:19]([CH:25]=[C:26]([OH:29])[C:27]=1[I:28])[C:20]([O:22][CH2:23][CH3:24])=[O:21])[CH3:15].C(=O)([O-])[O-].[K+].[K+].